From a dataset of Forward reaction prediction with 1.9M reactions from USPTO patents (1976-2016). Predict the product of the given reaction. (1) The product is: [F:1][C:2]1[C:3]([C:19]2[CH:24]=[C:23]([F:25])[CH:22]=[CH:21][C:20]=2[O:26][CH3:27])=[C:4]2[CH:10]=[C:9]([C:11]3[CH2:12][CH:13]4[CH2:17][N:16]([CH2:29][C:30]([N:32]([CH3:34])[CH3:33])=[O:31])[CH2:15][CH:14]4[CH:18]=3)[NH:8][C:5]2=[N:6][CH:7]=1. Given the reactants [F:1][C:2]1[C:3]([C:19]2[CH:24]=[C:23]([F:25])[CH:22]=[CH:21][C:20]=2[O:26][CH3:27])=[C:4]2[CH:10]=[C:9]([C:11]3[CH2:12][CH:13]4[CH2:17][NH:16][CH2:15][CH:14]4[CH:18]=3)[NH:8][C:5]2=[N:6][CH:7]=1.Cl[CH2:29][C:30]([N:32]([CH3:34])[CH3:33])=[O:31].C(N(CC)CC)C.O, predict the reaction product. (2) Given the reactants O.O.[Sn](Cl)Cl.CN(C)C=O.[CH2:11]([O:18][C:19]1[C:24]([O:25][C:26]2[CH:31]=[CH:30][CH:29]=[CH:28][C:27]=2[F:32])=[CH:23][C:22]([NH:33][C:34]([C:36]2[CH:41]=[N:40][CH:39]=[CH:38][N:37]=2)=O)=[C:21]([N+:42]([O-])=O)[CH:20]=1)[C:12]1[CH:17]=[CH:16][CH:15]=[CH:14][CH:13]=1, predict the reaction product. The product is: [CH2:11]([O:18][C:19]1[C:24]([O:25][C:26]2[CH:31]=[CH:30][CH:29]=[CH:28][C:27]=2[F:32])=[CH:23][C:22]2[NH:33][C:34]([C:36]3[CH:41]=[N:40][CH:39]=[CH:38][N:37]=3)=[N:42][C:21]=2[CH:20]=1)[C:12]1[CH:13]=[CH:14][CH:15]=[CH:16][CH:17]=1. (3) The product is: [CH2:20]([O:18][C:14]1[CH:13]=[C:12]([C:10](=[O:11])[CH:9]([C:3]2[CH:4]=[CH:5][C:6]([Cl:8])=[CH:7][C:2]=2[Cl:1])[CH3:19])[CH:17]=[CH:16][N:15]=1)[C:21]1[CH:26]=[CH:25][CH:24]=[CH:23][CH:22]=1. Given the reactants [Cl:1][C:2]1[CH:7]=[C:6]([Cl:8])[CH:5]=[CH:4][C:3]=1[CH:9]([CH3:19])[C:10]([C:12]1[CH:17]=[CH:16][NH:15][C:14](=[O:18])[CH:13]=1)=[O:11].[CH2:20](Br)[C:21]1[CH:26]=[CH:25][CH:24]=[CH:23][CH:22]=1, predict the reaction product. (4) Given the reactants ON1C2C=CC=CC=2N=N1.Cl.CN(C)CCCN=C=NCC.[OH:23][CH2:24][C:25]1[CH:26]=[CH:27][C:28]2[N:32]=[C:31]3[S:33][C:34]([C:36]([OH:38])=O)=[CH:35][N:30]3[C:29]=2[CH:39]=1.[O:40]1[CH2:44][CH2:43][O:42][CH:41]1[CH2:45][NH:46][CH3:47].[OH-].[Na+], predict the reaction product. The product is: [O:40]1[CH2:44][CH2:43][O:42][CH:41]1[CH2:45][N:46]([CH3:47])[C:36]([C:34]1[S:33][C:31]2=[N:32][C:28]3[CH:27]=[CH:26][C:25]([CH2:24][OH:23])=[CH:39][C:29]=3[N:30]2[CH:35]=1)=[O:38]. (5) Given the reactants [CH3:1][O:2][C:3]1[CH:10]=[CH:9][CH:8]=[CH:7][C:4]=1[CH:5]=O.[C:11]([NH:19][NH2:20])(=[O:18])[C:12]1[CH:17]=[CH:16][CH:15]=[CH:14][CH:13]=1, predict the reaction product. The product is: [CH3:1][O:2][C:3]1[CH:10]=[CH:9][CH:8]=[CH:7][C:4]=1[CH:5]=[N:20][NH:19][C:11](=[O:18])[C:12]1[CH:17]=[CH:16][CH:15]=[CH:14][CH:13]=1. (6) Given the reactants Cl[C:2]1[N:7]=[C:6]([Cl:8])[N:5]=[C:4]([N:9]2[C:21]3[CH:20]=[CH:19][CH:18]=[CH:17][C:16]=3[C:15]3[C:10]2=[CH:11][CH:12]=[CH:13][CH:14]=3)[N:3]=1.[C:22]1(B(O)O)[CH:27]=[CH:26][CH:25]=[CH:24][CH:23]=1.C([O-])(O)=O.[Na+], predict the reaction product. The product is: [Cl:8][C:6]1[N:7]=[C:2]([C:22]2[CH:27]=[CH:26][CH:25]=[CH:24][CH:23]=2)[N:3]=[C:4]([N:9]2[C:10]3[CH:11]=[CH:12][CH:13]=[CH:14][C:15]=3[C:16]3[C:21]2=[CH:20][CH:19]=[CH:18][CH:17]=3)[N:5]=1. (7) Given the reactants O[CH2:2][C@@H:3]([CH2:15][CH2:16][CH2:17][CH3:18])[C:4]([NH:6][O:7][CH2:8][C:9]1[CH:14]=[CH:13][CH:12]=[CH:11][CH:10]=1)=[O:5].C1C=CC(P(C2C=CC=CC=2)C2C=CC=CC=2)=CC=1.CC(OC(/N=N/C(OC(C)C)=O)=O)C, predict the reaction product. The product is: [CH2:15]([C@@H:3]1[CH2:2][N:6]([O:7][CH2:8][C:9]2[CH:14]=[CH:13][CH:12]=[CH:11][CH:10]=2)[C:4]1=[O:5])[CH2:16][CH2:17][CH3:18]. (8) Given the reactants [Cl:1][C:2]1[CH:3]=[C:4]2[C:8](=[CH:9][CH:10]=1)[NH:7][CH:6]=[CH:5]2.[F:11][C:12]([F:23])([F:22])[C:13](O[C:13](=[O:14])[C:12]([F:23])([F:22])[F:11])=[O:14].C([O-])(O)=O.[Na+], predict the reaction product. The product is: [Cl:1][C:2]1[CH:3]=[C:4]2[C:8](=[CH:9][CH:10]=1)[NH:7][CH:6]=[C:5]2[C:13](=[O:14])[C:12]([F:23])([F:22])[F:11]. (9) Given the reactants C1[CH:5]2[C@@H:6]3[CH:10]=[CH:9][C@H:8]([CH:4]2[CH:3]=C1)[CH2:7]3.C([OH:14])C=C, predict the reaction product. The product is: [CH:8]12[CH2:7][CH:6]([CH:10]=[CH:9]1)[CH2:5][CH:4]2[CH2:3][OH:14].